This data is from TCR-epitope binding with 47,182 pairs between 192 epitopes and 23,139 TCRs. The task is: Binary Classification. Given a T-cell receptor sequence (or CDR3 region) and an epitope sequence, predict whether binding occurs between them. (1) The epitope is LPRRSGAAGA. The TCR CDR3 sequence is CASSLLGSGETQYF. Result: 1 (the TCR binds to the epitope). (2) The TCR CDR3 sequence is CASGDRNGYTF. The epitope is SLYNTVATL. Result: 0 (the TCR does not bind to the epitope).